From a dataset of Catalyst prediction with 721,799 reactions and 888 catalyst types from USPTO. Predict which catalyst facilitates the given reaction. (1) Reactant: [C:1]([O:5][C:6](=[O:13])[NH:7][C@H:8]1[CH2:11][C@H:10]([OH:12])[CH2:9]1)([CH3:4])([CH3:3])[CH3:2].[H-].[Na+].Cl[C:17]1[CH:18]=[CH:19][C:20]2[N:21]([C:23]([C:26]3[O:34][C:33]4[CH:32]=[CH:31][N:30]=[C:29]([O:35][CH2:36][CH3:37])[C:28]=4[CH:27]=3)=[CH:24][N:25]=2)[N:22]=1. Product: [C:1]([O:5][C:6](=[O:13])[NH:7][C@H:8]1[CH2:11][C@H:10]([O:12][C:17]2[CH:18]=[CH:19][C:20]3[N:21]([C:23]([C:26]4[O:34][C:33]5[CH:32]=[CH:31][N:30]=[C:29]([O:35][CH2:36][CH3:37])[C:28]=5[CH:27]=4)=[CH:24][N:25]=3)[N:22]=2)[CH2:9]1)([CH3:4])([CH3:2])[CH3:3]. The catalyst class is: 118. (2) Reactant: [NH2:1][CH2:2][C:3]([NH:5][C@H:6]([C:16]([O:18]CC)=O)[CH2:7][C:8]1[C:9]([O:14][CH3:15])=[N:10][CH:11]=[CH:12][CH:13]=1)=[O:4].C(N(CC)C(C)C)(C)C. Product: [CH3:15][O:14][C:9]1[C:8]([CH2:7][CH:6]2[NH:5][C:3](=[O:4])[CH2:2][NH:1][C:16]2=[O:18])=[CH:13][CH:12]=[CH:11][N:10]=1. The catalyst class is: 5.